Dataset: Forward reaction prediction with 1.9M reactions from USPTO patents (1976-2016). Task: Predict the product of the given reaction. (1) The product is: [CH:11]1([N:8]2[C:9]3[CH:10]=[C:2]([C:32]4[CH:33]=[CH:34][CH:35]=[C:30]([CH2:39][OH:40])[CH:31]=4)[CH:3]=[C:4]([C:16]([NH:18][CH2:19][C:20]4[C:21](=[O:28])[NH:22][C:23]([CH3:27])=[CH:24][C:25]=4[CH3:26])=[O:17])[C:5]=3[CH:6]=[N:7]2)[CH2:15][CH2:14][CH2:13][CH2:12]1. Given the reactants Br[C:2]1[CH:3]=[C:4]([C:16]([NH:18][CH2:19][C:20]2[C:21](=[O:28])[NH:22][C:23]([CH3:27])=[CH:24][C:25]=2[CH3:26])=[O:17])[C:5]2[CH:6]=[N:7][N:8]([CH:11]3[CH2:15][CH2:14][CH2:13][CH2:12]3)[C:9]=2[CH:10]=1.O[C:30]1[CH:31]=[C:32](B(O)O)[CH:33]=[CH:34][CH:35]=1.[C:39]([O-])([O-])=[O:40].[Na+].[Na+].C(Cl)Cl, predict the reaction product. (2) Given the reactants [C:1]([Si:5]([CH3:24])([CH3:23])[O:6][C:7]1[CH:16]=[C:15]2[C:10]([C:11]([CH:18]3[CH2:22][CH:21]=[CH:20][CH2:19]3)=[CH:12][C:13](=[O:17])[O:14]2)=[CH:9][CH:8]=1)([CH3:4])([CH3:3])[CH3:2].[H][H], predict the reaction product. The product is: [C:1]([Si:5]([CH3:24])([CH3:23])[O:6][C:7]1[CH:16]=[C:15]2[C:10]([C:11]([CH:18]3[CH2:22][CH2:21][CH2:20][CH2:19]3)=[CH:12][C:13](=[O:17])[O:14]2)=[CH:9][CH:8]=1)([CH3:4])([CH3:3])[CH3:2]. (3) Given the reactants [C:1]1([CH:11]=O)[C:10]2[C:5](=[CH:6][CH:7]=[CH:8][CH:9]=2)[CH:4]=[CH:3][CH:2]=1.[NH2:13][C:14]1[CH:18]=[CH:17][NH:16][N:15]=1.O=[C:20]([CH2:27][CH2:28][CH3:29])[CH2:21][C:22]([O:24][CH2:25][CH3:26])=[O:23], predict the reaction product. The product is: [C:1]1([CH:11]2[C:21]([C:22]([O:24][CH2:25][CH3:26])=[O:23])=[C:20]([CH2:27][CH2:28][CH3:29])[NH:13][C:14]3=[N:15][NH:16][CH:17]=[C:18]23)[C:10]2[C:5](=[CH:6][CH:7]=[CH:8][CH:9]=2)[CH:4]=[CH:3][CH:2]=1. (4) Given the reactants [NH2:1][CH2:2][C@@H:3]1[C@@H:11]([C@@:12]2([CH3:21])[CH2:17][CH2:16][C@H:15]([OH:18])[CH2:14][C@@H:13]2[CH2:19][OH:20])[CH2:10][CH2:9][C:8]2[C:7]([CH3:23])([CH3:22])[CH2:6][CH2:5][C:4]1=2.[CH2:24]([N:26]=[C:27]=[O:28])[CH3:25], predict the reaction product. The product is: [CH2:24]([NH:26][C:27]([NH:1][CH2:2][C@@H:3]1[C@@H:11]([C@@:12]2([CH3:21])[CH2:17][CH2:16][C@H:15]([OH:18])[CH2:14][C@@H:13]2[CH2:19][OH:20])[CH2:10][CH2:9][C:8]2[C:7]([CH3:23])([CH3:22])[CH2:6][CH2:5][C:4]1=2)=[O:28])[CH3:25]. (5) Given the reactants [NH2:1][C:2]1[N:3]=[N:4][N:5]([CH2:7][CH3:8])[N:6]=1.[CH3:9][O:10][C:11]1[CH:24]=[CH:23][C:22]2[O:21][C:20]3[C:15](=[CH:16][CH:17]=[CH:18][CH:19]=3)[CH:14]([C:25](Cl)=[O:26])[C:13]=2[CH:12]=1, predict the reaction product. The product is: [CH2:7]([N:5]1[N:4]=[N:3][C:2]([NH:1][C:25]([CH:14]2[C:13]3[CH:12]=[C:11]([O:10][CH3:9])[CH:24]=[CH:23][C:22]=3[O:21][C:20]3[C:15]2=[CH:16][CH:17]=[CH:18][CH:19]=3)=[O:26])=[N:6]1)[CH3:8]. (6) The product is: [CH3:31][C:30]1[CH:29]=[C:28]([CH3:32])[NH:27][C:26](=[O:33])[C:25]=1[CH2:24][NH:23][C:21]([C:11]1[C:12]2[CH:17]=[N:16][N:15]([CH:18]([CH3:19])[CH3:20])[C:13]=2[N:14]=[C:9]([C:5]2[CH:6]=[CH:7][CH:8]=[C:3]([CH2:2][N:39]([CH2:38][CH2:37][CH2:36][N:35]([CH3:41])[CH3:34])[CH3:40])[CH:4]=2)[CH:10]=1)=[O:22]. Given the reactants Br[CH2:2][C:3]1[CH:4]=[C:5]([C:9]2[CH:10]=[C:11]([C:21]([NH:23][CH2:24][C:25]3[C:26](=[O:33])[NH:27][C:28]([CH3:32])=[CH:29][C:30]=3[CH3:31])=[O:22])[C:12]3[CH:17]=[N:16][N:15]([CH:18]([CH3:20])[CH3:19])[C:13]=3[N:14]=2)[CH:6]=[CH:7][CH:8]=1.[CH3:34][N:35]([CH3:41])[CH2:36][CH2:37][CH2:38][NH:39][CH3:40], predict the reaction product. (7) Given the reactants [CH2:1]([N:8]1[CH2:12][CH2:11][CH:10]([OH:13])[CH2:9]1)[C:2]1[CH:7]=[CH:6][CH:5]=[CH:4][CH:3]=1.C(N(CC)CC)C.[CH3:21][S:22](Cl)(=[O:24])=[O:23], predict the reaction product. The product is: [CH3:21][S:22]([O:13][CH:10]1[CH2:11][CH2:12][N:8]([CH2:1][C:2]2[CH:3]=[CH:4][CH:5]=[CH:6][CH:7]=2)[CH2:9]1)(=[O:24])=[O:23]. (8) Given the reactants [C:1]([C:4]1[N:5]=[C:6]([C:29]2[C:34]([F:35])=[CH:33][CH:32]=[CH:31][C:30]=2[F:36])[O:7][C:8]=1[C:9]1[CH:28]=[CH:27][C:12]([CH2:13][N:14]2[CH2:19][CH2:18][N:17](C(OC(C)(C)C)=O)[CH2:16][CH2:15]2)=[CH:11][CH:10]=1)(=[O:3])[NH2:2].Cl.O1CCOCC1.C([O-])=O, predict the reaction product. The product is: [F:35][C:34]1[CH:33]=[CH:32][CH:31]=[C:30]([F:36])[C:29]=1[C:6]1[O:7][C:8]([C:9]2[CH:10]=[CH:11][C:12]([CH2:13][N:14]3[CH2:15][CH2:16][NH:17][CH2:18][CH2:19]3)=[CH:27][CH:28]=2)=[C:4]([C:1]([NH2:2])=[O:3])[N:5]=1. (9) The product is: [F:23][C:24]1[CH:25]=[C:26]([N:30]2[CH2:34][CH2:33][CH2:32][CH:31]2[C:35]2[CH:36]=[C:37]([C:53]([N:65]3[CH2:70][CH2:69][O:68][CH2:67][CH2:66]3)=[O:55])[CH:38]=[C:39]3[C:44]=2[O:43][C:42]([N:45]2[CH2:50][CH2:49][O:48][C@H:47]([CH3:51])[CH2:46]2)=[CH:41][C:40]3=[O:52])[CH:27]=[CH:28][CH:29]=1. Given the reactants CN(C(ON1N=NC2C=CC=CC1=2)=[N+](C)C)C.[B-](F)(F)(F)F.[F:23][C:24]1[CH:25]=[C:26]([N:30]2[CH2:34][CH2:33][CH2:32][CH:31]2[C:35]2[CH:36]=[C:37]([C:53]([OH:55])=O)[CH:38]=[C:39]3[C:44]=2[O:43][C:42]([N:45]2[CH2:50][CH2:49][O:48][C@H:47]([CH3:51])[CH2:46]2)=[CH:41][C:40]3=[O:52])[CH:27]=[CH:28][CH:29]=1.CCN(C(C)C)C(C)C.[NH:65]1[CH2:70][CH2:69][O:68][CH2:67][CH2:66]1, predict the reaction product. (10) Given the reactants [NH2:1][CH2:2][C:3]1[CH:4]=[C:5]2[C:9](=[CH:10][CH:11]=1)[NH:8][C:7](=[O:12])[CH2:6]2.[C:13]([C:16]1[NH:17][CH:18]=[CH:19][CH:20]=1)(=O)[CH3:14].[NH:21]1[CH2:26][CH2:25][CH2:24][CH2:23][CH2:22]1.[CH3:27]S(C)=O, predict the reaction product. The product is: [NH:17]1[CH:18]=[CH:19][CH:20]=[C:16]1[C:13](=[N:1][CH2:2][C:3]1[CH:4]=[C:5]2[C:9](=[CH:10][CH:11]=1)[NH:8][C:7](=[O:12])[C:6]2=[C:22]([C:23]1[NH:21][CH:26]=[CH:25][CH:24]=1)[CH3:27])[CH3:14].